From a dataset of Catalyst prediction with 721,799 reactions and 888 catalyst types from USPTO. Predict which catalyst facilitates the given reaction. (1) Reactant: FC(F)(F)C(OC(=O)C(F)(F)F)=O.[C:14]([CH2:17][S:18][C:19]1[CH:34]=[CH:33][C:22]([O:23][CH2:24][C:25]2[CH:29]=[CH:28][S:27][C:26]=2[C:30]([OH:32])=O)=[CH:21][CH:20]=1)([OH:16])=[O:15]. Product: [O:32]=[C:30]1[C:33]2[CH:34]=[C:19]([S:18][CH2:17][C:14]([OH:16])=[O:15])[CH:20]=[CH:21][C:22]=2[O:23][CH2:24][C:25]2[CH:29]=[CH:28][S:27][C:26]1=2. The catalyst class is: 68. (2) Reactant: [CH3:1][O:2][C:3]1[CH:15]=[C:14]([O:16][CH3:17])[CH:13]=[CH:12][C:4]=1[CH2:5][NH:6][C:7]1[S:8][CH:9]=[N:10][N:11]=1.C[Si]([N-][Si](C)(C)C)(C)C.[Li+].[F:28][C:29]1[CH:34]=[C:33]([F:35])[C:32]([CH3:36])=[CH:31][C:30]=1[S:37](Cl)(=[O:39])=[O:38]. Product: [CH3:1][O:2][C:3]1[CH:15]=[C:14]([O:16][CH3:17])[CH:13]=[CH:12][C:4]=1[CH2:5][N:6]([C:7]1[S:8][CH:9]=[N:10][N:11]=1)[S:37]([C:30]1[CH:31]=[C:32]([CH3:36])[C:33]([F:35])=[CH:34][C:29]=1[F:28])(=[O:39])=[O:38]. The catalyst class is: 1. (3) Reactant: [Cl:1][C:2]1[CH:3]=[C:4]2[C:9](=[CH:10][C:11]=1[C:12](O)=[O:13])[N:8]=[CH:7][N:6]=[C:5]2[NH:15][CH:16]([C:18]1[NH:22][C:21]2[CH:23]=[CH:24][C:25]([Cl:27])=[CH:26][C:20]=2[N:19]=1)[CH3:17].FC1C(OC(N(C)C)=[N+](C)C)=C(F)C(F)=C(F)C=1F.F[P-](F)(F)(F)(F)F.C([N:57]([CH:60]([CH3:62])[CH3:61])[CH2:58]C)(C)C.C1(NC)CC1. Product: [Cl:1][C:2]1[CH:3]=[C:4]2[C:9](=[CH:10][C:11]=1[C:12]([N:57]([CH:60]1[CH2:61][CH2:62]1)[CH3:58])=[O:13])[N:8]=[CH:7][N:6]=[C:5]2[NH:15][CH:16]([C:18]1[NH:22][C:21]2[CH:23]=[CH:24][C:25]([Cl:27])=[CH:26][C:20]=2[N:19]=1)[CH3:17]. The catalyst class is: 16. (4) Reactant: [C:1]1([NH:7]N)[CH:6]=[CH:5][CH:4]=[CH:3][CH:2]=1.S(=O)(=O)(O)O.[O:14]1[CH:19]=[CH:18][CH2:17][CH2:16][CH2:15]1. Product: [NH:7]1[C:1]2[C:6](=[CH:5][CH:4]=[CH:3][CH:2]=2)[C:18]([CH2:17][CH2:16][CH2:15][OH:14])=[CH:19]1. The catalyst class is: 80.